Dataset: Full USPTO retrosynthesis dataset with 1.9M reactions from patents (1976-2016). Task: Predict the reactants needed to synthesize the given product. (1) Given the product [OH:6][CH2:5][C:4]1[CH:3]=[C:2]([NH:1][CH2:17][C:18]([C:20]2[CH:25]=[CH:24][C:23]([O:13][C:10]3[CH:4]=[CH:3][CH:2]=[CH:9][CH:8]=3)=[CH:22][CH:21]=2)=[O:19])[CH:9]=[CH:8][CH:7]=1, predict the reactants needed to synthesize it. The reactants are: [NH2:1][C:2]1[CH:3]=[C:4]([CH:7]=[CH:8][CH:9]=1)[CH2:5][OH:6].[C:10](=[O:13])([O-])[O-].[K+].[K+].Br[CH2:17][C:18]([C:20]1[CH:25]=[CH:24][C:23](Cl)=[CH:22][CH:21]=1)=[O:19]. (2) Given the product [Br:1][C:2]1[CH:3]=[C:4]2[C:8](=[CH:9][CH:10]=1)[NH:7][CH:6]=[C:5]2[C:21]([CH:17]1[C:18]([CH3:20])([CH3:19])[C:16]1([CH3:24])[CH3:15])=[O:22], predict the reactants needed to synthesize it. The reactants are: [Br:1][C:2]1[CH:3]=[C:4]2[C:8](=[CH:9][CH:10]=1)[NH:7][CH:6]=[CH:5]2.C([Mg]Br)C.[CH3:15][C:16]1([CH3:24])[C:18]([CH3:20])([CH3:19])[CH:17]1[C:21](Cl)=[O:22]. (3) Given the product [OH:8][C:9]1[CH:26]=[C:25]2[C:12]([C@@:13]3([CH3:30])[C@H:22]([CH2:23][S:24]2)[C@:21]2([CH3:27])[C@H:16]([C:17]([CH3:28])([CH3:29])[CH2:18][CH2:19][CH2:20]2)[CH2:15][CH2:14]3)=[C:11]([C:31]#[N:32])[CH:10]=1, predict the reactants needed to synthesize it. The reactants are: [H-].[Li+].C(S)CC.C[O:8][C:9]1[CH:26]=[C:25]2[C:12]([C@@:13]3([CH3:30])[C@H:22]([CH2:23][S:24]2)[C@:21]2([CH3:27])[C@H:16]([C:17]([CH3:29])([CH3:28])[CH2:18][CH2:19][CH2:20]2)[CH2:15][CH2:14]3)=[C:11]([C:31]#[N:32])[CH:10]=1. (4) The reactants are: CC(C)([S@@]([NH:6][C@:7]([C:20]1[CH:25]=[CH:24][CH:23]=[CH:22][CH:21]=1)([CH3:19])[CH2:8][C:9]([NH:11][C:12]1[CH:13]=[C:14]([CH3:18])[CH:15]=[CH:16][CH:17]=1)=[O:10])=O)C.Cl.O1CCOCC1. Given the product [NH2:6][C@:7]([C:20]1[CH:25]=[CH:24][CH:23]=[CH:22][CH:21]=1)([CH3:19])[CH2:8][C:9]([NH:11][C:12]1[CH:13]=[C:14]([CH3:18])[CH:15]=[CH:16][CH:17]=1)=[O:10], predict the reactants needed to synthesize it. (5) Given the product [F:1][C:2]1[CH:3]=[C:4]([C:8]2[C:13](=[O:14])[N:12]3[C:15]([CH3:19])=[CH:16][CH:17]=[CH:18][C:11]3=[N:10][C:9]=2[CH:20]([OH:21])[CH3:22])[CH:5]=[CH:6][CH:7]=1, predict the reactants needed to synthesize it. The reactants are: [F:1][C:2]1[CH:3]=[C:4]([C:8]2[C:13](=[O:14])[N:12]3[C:15]([CH3:19])=[CH:16][CH:17]=[CH:18][C:11]3=[N:10][C:9]=2[CH:20]=[O:21])[CH:5]=[CH:6][CH:7]=1.[CH3:22][Mg]Br.CCOCC.